This data is from Experimentally validated miRNA-target interactions with 360,000+ pairs, plus equal number of negative samples. The task is: Binary Classification. Given a miRNA mature sequence and a target amino acid sequence, predict their likelihood of interaction. (1) The protein sequence of the target gene is MARAAGARGPAGWCRRRGRCGRGTLLAFAAWTAGWVLAAALLLRAHPGVLSERCTDEKSRRILAALCQDYQGGTLAGDLCEDLCVAGELLFQRCLHYNRGKKVLQADWRGRPVVLKSKEEAFSSFPPLSLLEEEAGEGGQDMPEAELLLMVAGEVKSALGLELSNSSLGPWWPGRRGPRWRGQLASLWALLQQEEYVYFSLLQDLSPHVLPVLGSCGHFYAVEFLAAGSPHHRALFPLDRAPGAPGGGQAKAISDIALSFLDMVNHFDSDFSHRLHLCDIKPENFAIRSDFTVVAIDVDM.... Result: 1 (interaction). The miRNA is hsa-miR-3650 with sequence AGGUGUGUCUGUAGAGUCC. (2) The miRNA is hsa-miR-4766-3p with sequence AUAGCAAUUGCUCUUUUGGAA. The protein sequence of the target gene is MTAPCPPPPPDPQFVLRGTQSPVHALHFCEGAQAQGRPLLFSGSQSGLVHIWSLQTRRAVTTLDGHGGQCVTWLQTLPQGRQLLSQGRDLKLCLWDLAEGRSAVVDSVCLESVGFCRSSILAGGQPRWTLAVPGRGSDEVQILEMPSKTSVCALKPKADAKLGMPMCLRLWQADCSSRPLLLAGYEDGSVVLWDVSEQKVCSRIACHEEPVMDLDFDSQKARGISGSAGKALAVWSLDWQQALQVRGTHELTNPGIAEVTIRPDRKILATAGWDHRIRVFHWRTMQPLAVLAFHSAAVQC.... Result: 0 (no interaction).